From a dataset of Full USPTO retrosynthesis dataset with 1.9M reactions from patents (1976-2016). Predict the reactants needed to synthesize the given product. (1) Given the product [CH2:33]([O:32][CH:5]([CH2:6][C:7]1[CH:12]=[CH:11][C:10]([O:13][CH2:14][C:15]2[S:19][C:18]([C:20]3[CH:21]=[CH:22][C:23]([C:26]([F:27])([F:28])[F:29])=[CH:24][CH:25]=3)=[N:17][C:16]=2[CH3:30])=[CH:9][C:8]=1[CH3:31])[C:4]([OH:35])=[O:3])[CH3:34], predict the reactants needed to synthesize it. The reactants are: C([O:3][C:4](=[O:35])[CH:5]([O:32][CH2:33][CH3:34])[CH2:6][C:7]1[CH:12]=[CH:11][C:10]([O:13][CH2:14][C:15]2[S:19][C:18]([C:20]3[CH:25]=[CH:24][C:23]([C:26]([F:29])([F:28])[F:27])=[CH:22][CH:21]=3)=[N:17][C:16]=2[CH3:30])=[CH:9][C:8]=1[CH3:31])C.[Li+].[OH-]. (2) Given the product [C:32](=[O:33])([O:29][CH:15]1[CH2:14][CH:13]([OH:30])[C@H:12]([CH2:11]/[CH:10]=[CH:9]\[CH2:8][CH2:7][CH2:6][C:4]([NH:3][CH2:2][CH3:1])=[O:5])[C@H:16]1/[CH:17]=[CH:18]/[C@@H:19]([OH:28])[CH2:20][CH2:21][C:22]1[CH:23]=[CH:24][CH:25]=[CH:26][CH:27]=1)[O:34][CH2:35][CH2:36][CH2:37][CH2:38][Cl:39], predict the reactants needed to synthesize it. The reactants are: [CH3:1][CH2:2][NH:3][C:4]([CH2:6][CH2:7][CH2:8]/[CH:9]=[CH:10]\[CH2:11][C@@H:12]1[C@@H:16](/[CH:17]=[CH:18]/[C@@H:19]([OH:28])[CH2:20][CH2:21][C:22]2[CH:23]=[CH:24][CH:25]=[CH:26][CH:27]=2)[C@H:15]([OH:29])[CH2:14][C@@H:13]1[OH:30])=[O:5].Cl[C:32]([O:34][CH2:35][CH2:36][CH2:37][CH2:38][Cl:39])=[O:33]. (3) Given the product [OH:18][CH2:17][C:14]1[CH:15]=[CH:16][O:12][C:13]=1[C:19]([O:21][CH3:6])=[O:20], predict the reactants needed to synthesize it. The reactants are: C([Li])CCC.[CH3:6]CCCCC.[O:12]1[CH:16]=[CH:15][C:14]([CH2:17][OH:18])=[CH:13]1.[C:19](=[O:21])=[O:20]. (4) The reactants are: [H-].[Na+].[N+:3]([C:6]1[CH:7]=[N:8][N:9]2[CH2:13][CH2:12][NH:11][C:10]=12)([O-:5])=[O:4].S(O[CH2:25][CH2:26][CH:27]1[CH2:32][CH2:31][N:30]([C:33]([O:35][C:36]([CH3:39])([CH3:38])[CH3:37])=[O:34])[CH2:29][CH2:28]1)(C1C=CC(C)=CC=1)(=O)=O.O. Given the product [N+:3]([C:6]1[CH:7]=[N:8][N:9]2[CH2:13][CH2:12][N:11]([CH2:25][CH2:26][CH:27]3[CH2:28][CH2:29][N:30]([C:33]([O:35][C:36]([CH3:37])([CH3:39])[CH3:38])=[O:34])[CH2:31][CH2:32]3)[C:10]=12)([O-:5])=[O:4], predict the reactants needed to synthesize it. (5) Given the product [F:1][C:2]([F:11])([C:13]1[CH:14]=[C:15]2[C:20](=[CH:21][CH:22]=1)[N:19]=[CH:18][CH:17]=[CH:16]2)[C:3]([C:5]1[CH:6]=[CH:7][CH:8]=[CH:9][CH:10]=1)=[O:4], predict the reactants needed to synthesize it. The reactants are: [F:1][CH:2]([F:11])[C:3]([C:5]1[CH:10]=[CH:9][CH:8]=[CH:7][CH:6]=1)=[O:4].Br[C:13]1[CH:14]=[C:15]2[C:20](=[CH:21][CH:22]=1)[N:19]=[CH:18][CH:17]=[CH:16]2.ClC1C=C2C(=CC=1)N=CC=C2.